This data is from Experimentally validated miRNA-target interactions with 360,000+ pairs, plus equal number of negative samples. The task is: Binary Classification. Given a miRNA mature sequence and a target amino acid sequence, predict their likelihood of interaction. (1) The miRNA is hsa-miR-1270 with sequence CUGGAGAUAUGGAAGAGCUGUGU. The protein sequence of the target gene is MYAPGGAGLPGGRRRRSPGSSALPKQPERSLASALPGALSITALCTALAEPAWLHIHGGTCSRQELGVSDVLGYVNPDLLKDFCMNPQTVLLLRVIAAFCFLGILCSLSAFLLDVFGPKHPALKITRRYAFAHILTVLQCATVIGFSYWASELILAQQQQHKKYHGSQVYVTFAVSFYLVAGAGGASILATAANLLRHYPTEEEEQALELLSEMEENDPYPAEYEVINQFQPPPAYTP. Result: 0 (no interaction). (2) The miRNA is mmu-miR-181a-5p with sequence AACAUUCAACGCUGUCGGUGAGU. The protein sequence of the target gene is MRSIRKRWTICTISLLLIFYKTKEIARTEEHQETQLIGDGELCLSRSLVNSSDKIIRKAGSTIFQHSVQGWKINSSLVLEIRKNILRFLDAERDVSVVKSSFKPGDVIHYVLDRRRTLNISHNLHSLLPEVSPMKNRRFKTCAVVGNSGILLDSGCGKEIDSHNFVIRCNLAPVVEFAADVGTKSDFITMNPSVVQRAFGGFRNESDREKFVHRLSMLNDSVLWIPAFMVKGGEKHVEWVNALILKNKLQVRTAYPSLRLIHAVRGYWLTNKVPIKRPSTGLLMYTLATRFCDEIHLYGF.... Result: 1 (interaction). (3) The miRNA is hsa-miR-6073 with sequence GGUAGUGAGUUAUCAGCUAC. The protein sequence of the target gene is MDALEDYVWPRATSELILLPVTGLECVGDRLLAGEGPDVLVYSLDFGGHLRMIKRVQNLLGHYLIHGFRVRPEPNGDLDLEAMVAVFGSKGLRVVKISWGQGHFWELWRSGLWNMSDWIWDARWLEGNIALALGHNSVVLYDPVVGCILQEVPCTDRCTLSSACLIGDAWKELTIVAGAVSNQLLVWYPATALADNKPVAPDRRISGHVGIIFSMSYLESKGLLATASEDRSVRIWKVGDLRVPGGRVQNIGHCFGHSARVWQVKLLENYLISAGEDCVCLVWSHEGEILQAFRGHQGRG.... Result: 0 (no interaction). (4) The miRNA is hsa-miR-5047 with sequence UUGCAGCUGCGGUUGUAAGGU. The protein sequence of the target gene is MSCKKQRSRKHSVNEKCNMKIEHYFSPVSKEQQNNCSTSLMRMESRGDPRATTNTQAQRFHSPKKNPEDQTMPQNRTIYVTLKVNHRRNQDMKLKLTHSENSSLYMALNTLQAVRKEIETHQGQEMLVRGTEGIKEYINLGMPLSCFPEGGQVVITFSQSKSKQKEDNHIFGRQDKASTECVKFYIHAIGIGKCKRRIVKCGKLHKKGRKLCVYAFKGETIKDALCKDGRFLSFLENDDWKLIENNDTILESTQPVDELEGRYFQVEVEKRMVPSAAASQNPESEKRNTCVLREQIVAQY.... Result: 0 (no interaction). (5) The miRNA is hsa-miR-5010-5p with sequence AGGGGGAUGGCAGAGCAAAAUU. The protein sequence of the target gene is MSSDSEMAIFGEAAPFLRKSEKERIEAQNKPFDAKTSVFVVDPKESYVKAIVQSREGGKVTAKTEAGATVTVKEDQVFSMNPPKYDKIEDMAMMTHLHEPAVLYNLKERYAAWMIYTYSGLFCVTVNPYKWLPVYNPEVVTAYRGKKRQEAPPHIFSISDNAYQFMLTDRENQSILITGESGAGKTVNTKRVIQYFATIAVTGEKKKEEPASGKMQGTLEDQIISANPLLEAFGNAKTVRNDNSSRFGKFIRIHFGATGKLASADIETYLLEKSRVTFQLKAERSYHIFYQILSNKKPEL.... Result: 0 (no interaction). (6) The miRNA is hsa-miR-4666a-5p with sequence AUACAUGUCAGAUUGUAUGCC. The protein sequence of the target gene is MTVEQNVLQQSAAQKHQQTFLNQLREITGINDAQILQQALKDSNGNLELAVAFLTAKNAKTPPQEETGYYQTALPGNDRYISVGSQADANVIDLTGDDKDDLQRAIALSLAESNRAFRETGITDEEQAISRVLEASIAENKACLKRTPIEVWRDSRNPYDRKRQEKAPVGLKNVGNTCWFSAVIQSLFNLLEFRRLVLNYKPPSNAQDLPRNQKEHRNLPFMRELRYLFALLVGTKRKYVDPSRAVEILKDAFKSNDSQQQDVSEFTHKLLDWLEDAFQMKAEEETDEEKPKNPMVELFY.... Result: 0 (no interaction). (7) The miRNA is mmu-miR-5135 with sequence AGGUCUAGGUGGCAAGGGCGUCCU. The protein sequence of the target gene is MSDTGGDRARLRRYTKLPVWVVEDHQEVLPFIYRAIGSKHLPDSNISFLHLDSHPDLLIPVNMPADTVFDKEALFGELSIENWIMPAVYAGHFSQVIWLHPTWAQQIREGKHCFLVGKDISTTTIRVTSTDSYFLSDGLFVPEDQLENRRPLQLDVILVEPYTLCSKQDDSDSVSSTKKPKLALGSGESSAAADGHSCSEGRRGDAVTPRSDHACQEPSCSRSGGQQSQNTATAGAILDILKTGDAFVLDIDLDFFSVKNPFKEMFTQDEYKILQELYQFKKPDSNLPEDGLVDVVEART.... Result: 1 (interaction).